Dataset: Full USPTO retrosynthesis dataset with 1.9M reactions from patents (1976-2016). Task: Predict the reactants needed to synthesize the given product. (1) Given the product [CH2:1]([O:8][C:9](=[O:37])[NH:10][C@H:11]([C:15]1[CH:20]=[C:19]([C:21]2[N:25]([CH2:26][O:27][CH2:28][CH2:29][Si:30]([CH3:31])([CH3:33])[CH3:32])[N:24]=[CH:23][C:22]=2[NH2:34])[CH:18]=[CH:17][N:16]=1)[CH2:12][CH:13]=[CH2:14])[C:2]1[CH:7]=[CH:6][CH:5]=[CH:4][CH:3]=1, predict the reactants needed to synthesize it. The reactants are: [CH2:1]([O:8][C:9](=[O:37])[NH:10][C@H:11]([C:15]1[CH:20]=[C:19]([C:21]2[N:25]([CH2:26][O:27][CH2:28][CH2:29][Si:30]([CH3:33])([CH3:32])[CH3:31])[N:24]=[CH:23][C:22]=2[N+:34]([O-])=O)[CH:18]=[CH:17][N:16]=1)[CH2:12][CH:13]=[CH2:14])[C:2]1[CH:7]=[CH:6][CH:5]=[CH:4][CH:3]=1.CC(O)=O.C([O-])([O-])=O.[K+].[K+].O. (2) Given the product [C:23]1([C:27]2[CH:28]=[CH:29][CH:30]=[CH:31][CH:32]=2)[CH:24]=[CH:25][CH:26]=[C:21]([N:8]2[CH:9]=[C:10]([OH:13])[C:11](=[O:12])[C:6]([B:3]([OH:2])[OH:4])=[CH:7]2)[CH:22]=1, predict the reactants needed to synthesize it. The reactants are: C[O:2][B:3]([C:6]1[C:11](=[O:12])[C:10]([O:13]CC2C=CC=CC=2)=[CH:9][N:8]([C:21]2[CH:22]=[C:23]([C:27]3[CH:32]=[CH:31][CH:30]=[CH:29][CH:28]=3)[CH:24]=[CH:25][CH:26]=2)[CH:7]=1)[O:4]C. (3) Given the product [C:1]([O:5][C:6](=[O:50])[CH2:7][C@H:8]([NH:24][C:25]([C@@H:27]1[CH2:32][CH2:31][CH2:30][N:29]([C:33](=[O:49])[CH2:34][CH2:35][CH:36]2[CH2:41][CH2:40][N:39]([C:42]([O:44][C:45]([CH3:48])([CH3:47])[CH3:46])=[O:43])[CH2:38][CH2:37]2)[CH2:28]1)=[O:26])[C:9]1[CH:10]=[N:11][CH:12]=[C:13]([CH2:15][CH2:16][C:17]2[CH:22]=[CH:21][C:20]([O:23][CH2:69][CH2:68][O:67][S:64]([C:61]3[CH:62]=[CH:63][C:58]([CH3:57])=[CH:59][CH:60]=3)(=[O:66])=[O:65])=[CH:19][CH:18]=2)[CH:14]=1)([CH3:3])([CH3:2])[CH3:4], predict the reactants needed to synthesize it. The reactants are: [C:1]([O:5][C:6](=[O:50])[CH2:7][C@H:8]([NH:24][C:25]([C@@H:27]1[CH2:32][CH2:31][CH2:30][N:29]([C:33](=[O:49])[CH2:34][CH2:35][CH:36]2[CH2:41][CH2:40][N:39]([C:42]([O:44][C:45]([CH3:48])([CH3:47])[CH3:46])=[O:43])[CH2:38][CH2:37]2)[CH2:28]1)=[O:26])[C:9]1[CH:10]=[N:11][CH:12]=[C:13]([CH2:15][CH2:16][C:17]2[CH:22]=[CH:21][C:20]([OH:23])=[CH:19][CH:18]=2)[CH:14]=1)([CH3:4])([CH3:3])[CH3:2].C(=O)([O-])[O-].[Cs+].[Cs+].[CH3:57][C:58]1[CH:63]=[CH:62][C:61]([S:64]([O:67][CH2:68][CH2:69]OS(C2C=CC(C)=CC=2)(=O)=O)(=[O:66])=[O:65])=[CH:60][CH:59]=1. (4) Given the product [CH3:25][C:24]([CH3:27])([CH3:26])[CH2:28][C:29]([NH:2][C:3]1[S:4][C:5]2[CH2:11][CH2:10][CH2:9][CH:8]([C:12]([O:14][CH2:15][CH3:16])=[O:13])[C:6]=2[N:7]=1)=[O:30], predict the reactants needed to synthesize it. The reactants are: Br.[NH2:2][C:3]1[S:4][C:5]2[CH2:11][CH2:10][CH2:9][CH:8]([C:12]([O:14][CH2:15][CH3:16])=[O:13])[C:6]=2[N:7]=1.C(N(CC)CC)C.[C:24]([CH2:28][C:29](Cl)=[O:30])([CH3:27])([CH3:26])[CH3:25]. (5) Given the product [CH3:1][O:2][C:3](=[O:15])[CH2:4][CH:5]1[CH2:14][CH2:13][C:8]2([O:9][CH2:10][CH2:11][O:12]2)[CH2:7][CH2:6]1, predict the reactants needed to synthesize it. The reactants are: [CH3:1][O:2][C:3](=[O:15])[CH:4]=[C:5]1[CH2:14][CH2:13][C:8]2([O:12][CH2:11][CH2:10][O:9]2)[CH2:7][CH2:6]1.[H][H].